From a dataset of Forward reaction prediction with 1.9M reactions from USPTO patents (1976-2016). Predict the product of the given reaction. Given the reactants [NH2:1][C:2]1[C:12]([Br:13])=[C:11]([F:14])[CH:10]=[CH:9][C:3]=1[C:4]([NH:6][CH2:7][CH3:8])=[O:5].Cl[C:16](Cl)([O:18]C(=O)OC(Cl)(Cl)Cl)Cl.O, predict the reaction product. The product is: [Br:13][C:12]1[C:11]([F:14])=[CH:10][CH:9]=[C:3]2[C:2]=1[NH:1][C:16](=[O:18])[N:6]([CH2:7][CH3:8])[C:4]2=[O:5].